This data is from Catalyst prediction with 721,799 reactions and 888 catalyst types from USPTO. The task is: Predict which catalyst facilitates the given reaction. (1) Reactant: [Br:1][C:2]1[CH:18]=[CH:17][C:16](I)=[CH:15][C:3]=1[CH2:4][C:5]1[CH:14]=[CH:13][C:8]2[O:9][CH2:10][CH2:11][O:12][C:7]=2[CH:6]=1.C1(C)C=CC=CC=1.[Li]CCCC.[CH2:32]([O:39][C@@H:40]1[C@@H:45]([O:46][CH2:47][C:48]2[CH:53]=[CH:52][CH:51]=[CH:50][CH:49]=2)[C@H:44]([O:54][CH2:55][C:56]2[CH:61]=[CH:60][CH:59]=[CH:58][CH:57]=2)[C@@H:43]([CH2:62][O:63][CH2:64][C:65]2[CH:70]=[CH:69][CH:68]=[CH:67][CH:66]=2)[S:42][C:41]1=[O:71])[C:33]1[CH:38]=[CH:37][CH:36]=[CH:35][CH:34]=1. Product: [CH2:32]([O:39][C@@H:40]1[C@@H:45]([O:46][CH2:47][C:48]2[CH:53]=[CH:52][CH:51]=[CH:50][CH:49]=2)[C@H:44]([O:54][CH2:55][C:56]2[CH:57]=[CH:58][CH:59]=[CH:60][CH:61]=2)[C@@H:43]([CH2:62][O:63][CH2:64][C:65]2[CH:66]=[CH:67][CH:68]=[CH:69][CH:70]=2)[S:42][C:41]1([C:16]1[CH:17]=[CH:18][C:2]([Br:1])=[C:3]([CH2:4][C:5]2[CH:14]=[CH:13][C:8]3[O:9][CH2:10][CH2:11][O:12][C:7]=3[CH:6]=2)[CH:15]=1)[OH:71])[C:33]1[CH:38]=[CH:37][CH:36]=[CH:35][CH:34]=1. The catalyst class is: 7. (2) Reactant: [C:1]1([OH:11])[C:10]2[C:5](=[CH:6][CH:7]=[CH:8][CH:9]=2)[CH:4]=[CH:3][CH:2]=1.[O:12]=[P:13](Cl)([Cl:15])[Cl:14].C(N(CC)CC)C. Product: [P:13]([Cl:15])([Cl:14])(=[O:12])[O:11][C:1]1[C:10]2[C:5](=[CH:6][CH:7]=[CH:8][CH:9]=2)[CH:4]=[CH:3][CH:2]=1. The catalyst class is: 237. (3) Product: [O:1]1[CH2:6][CH2:5][N:4]([C:7]2[N:12]=[C:11]([C:13]3[C:14]([C:20]([F:22])([F:21])[F:23])=[CH:15][C:16]([NH:19][CH2:33][CH2:34][CH3:35])=[N:17][CH:18]=3)[CH:10]=[C:9]([N:24]3[CH2:29][CH2:28][O:27][CH2:26][CH2:25]3)[N:8]=2)[CH2:3][CH2:2]1. The catalyst class is: 3. Reactant: [O:1]1[CH2:6][CH2:5][N:4]([C:7]2[N:12]=[C:11]([C:13]3[C:14]([C:20]([F:23])([F:22])[F:21])=[CH:15][C:16]([NH2:19])=[N:17][CH:18]=3)[CH:10]=[C:9]([N:24]3[CH2:29][CH2:28][O:27][CH2:26][CH2:25]3)[N:8]=2)[CH2:3][CH2:2]1.[H-].[Na+].I[CH2:33][CH2:34][CH3:35].O. (4) Reactant: [Cl:1][C:2]1[CH:7]=[CH:6][CH:5]=[C:4]([Cl:8])[C:3]=1[CH2:9][C:10]1[C:14]([CH2:15][OH:16])=[C:13]([CH:17]([CH3:19])[CH3:18])[O:12][N:11]=1.O[C:21]1[CH:26]=[CH:25][C:24]([C:27]2[CH:28]=[C:29]3[C:34](=[CH:35][CH:36]=2)[C:33]([C:37]([O:39][CH2:40][CH3:41])=[O:38])=[CH:32][CH:31]=[CH:30]3)=[CH:23][CH:22]=1.C1(P(C2C=CC=CC=2)C2C=CC=CC=2)C=CC=CC=1.N(C(OC(C)C)=O)=NC(OC(C)C)=O. Product: [Cl:1][C:2]1[CH:7]=[CH:6][CH:5]=[C:4]([Cl:8])[C:3]=1[CH2:9][C:10]1[C:14]([CH2:15][O:16][C:21]2[CH:22]=[CH:23][C:24]([C:27]3[CH:28]=[C:29]4[C:34](=[CH:35][CH:36]=3)[C:33]([C:37]([O:39][CH2:40][CH3:41])=[O:38])=[CH:32][CH:31]=[CH:30]4)=[CH:25][CH:26]=2)=[C:13]([CH:17]([CH3:19])[CH3:18])[O:12][N:11]=1. The catalyst class is: 11. (5) Reactant: Br[C:2]1[C:7]([C:8]#[N:9])=[CH:6][C:5]([NH:10][C:11](=[O:17])[O:12][C:13]([CH3:16])([CH3:15])[CH3:14])=[C:4]([Cl:18])[CH:3]=1.[NH2:19][CH:20]1[CH2:25][CH2:24][N:23]([C:26]([O:28][C:29]([CH3:32])([CH3:31])[CH3:30])=[O:27])[CH2:22][CH2:21]1.C1(P(C2C=CC=CC=2)C2C3OC4C(=CC=CC=4P(C4C=CC=CC=4)C4C=CC=CC=4)C(C)(C)C=3C=CC=2)C=CC=CC=1.C([O-])([O-])=O.[Cs+].[Cs+]. Product: [C:13]([O:12][C:11]([NH:10][C:5]1[C:4]([Cl:18])=[CH:3][C:2]([NH:19][CH:20]2[CH2:21][CH2:22][N:23]([C:26]([O:28][C:29]([CH3:32])([CH3:31])[CH3:30])=[O:27])[CH2:24][CH2:25]2)=[C:7]([C:8]#[N:9])[CH:6]=1)=[O:17])([CH3:16])([CH3:15])[CH3:14]. The catalyst class is: 110.